The task is: Predict the product of the given reaction.. This data is from Forward reaction prediction with 1.9M reactions from USPTO patents (1976-2016). (1) Given the reactants [Li]CCCC.CCCCCC.[F:12][C:13]1[CH:21]=[C:20]2[C:16]([CH:17]=[CH:18][NH:19]2)=[CH:15][C:14]=1[C:22]([F:25])([F:24])[F:23].CC(C)([O-])C.[K+].[C:32](=[O:34])=[O:33], predict the reaction product. The product is: [F:12][C:13]1[C:21]([C:32]([OH:34])=[O:33])=[C:20]2[C:16]([CH:17]=[CH:18][NH:19]2)=[CH:15][C:14]=1[C:22]([F:25])([F:23])[F:24]. (2) Given the reactants [C:1]([C@@H:5]1[CH2:10][CH2:9][C@H:8]([C:11]2[C:12](=[O:23])[C:13]3[C:18]([C:19](=[O:22])[C:20]=2[OH:21])=[CH:17][CH:16]=[CH:15][CH:14]=3)[CH2:7][CH2:6]1)([CH3:4])([CH3:3])[CH3:2].C1C=CC2C(C(O)=C([C@@H]3CC[C@@H](C4C=CC(Cl)=CC=4)CC3)C(=O)C=2C=1)=O, predict the reaction product. The product is: [OH:21][C:20]1[C:19](=[O:22])[C:18]2[C:13]([C:12](=[O:23])[C:11]=1[C@H:8]1[CH2:7][CH2:6][C@H:5]([C:1]([CH3:2])([CH3:4])[CH3:3])[CH2:10][CH2:9]1)=[CH:14][CH:15]=[CH:16][CH:17]=2.